From a dataset of CYP2C19 inhibition data for predicting drug metabolism from PubChem BioAssay. Regression/Classification. Given a drug SMILES string, predict its absorption, distribution, metabolism, or excretion properties. Task type varies by dataset: regression for continuous measurements (e.g., permeability, clearance, half-life) or binary classification for categorical outcomes (e.g., BBB penetration, CYP inhibition). Dataset: cyp2c19_veith. (1) The molecule is C1CCN(CC[C@@H]2CCCCN2)CC1. The result is 0 (non-inhibitor). (2) The compound is CCOc1ccc(Cc2nc3cc(N=C=S)ccc3n2CCN(CC)CC)cc1. The result is 0 (non-inhibitor). (3) The compound is O=c1c(CCc2ccccc2)nc2cnc(N3CCOCC3)nc2n1C[C@H]1CCCO1. The result is 0 (non-inhibitor). (4) The drug is O=c1n(Cc2cc3c(cc2Cl)OCO3)c(=O)n2n1CC[C@H]1/C(=N\OC[C@@H](O)COCc3ccco3)[C@H]3O[C@@H]3[C@@H](O)[C@@H]12. The result is 0 (non-inhibitor).